Dataset: Reaction yield outcomes from USPTO patents with 853,638 reactions. Task: Predict the reaction yield, written as a fraction of the theoretical maximum amount of product (1.0 means a 100% yield; for example, 0.34 means a 34% yield). (1) The reactants are [CH3:1][Mg]Cl.[CH3:4][O:5][C:6](=[O:20])[C:7](=[C:12]([C:14]1[O:15][C:16]([CH3:19])=[CH:17][CH:18]=1)[CH3:13])[C:8]([O:10][CH3:11])=[O:9].[NH4+].[Cl-]. The catalyst is O1CCCC1.[Cu]I. The product is [CH3:11][O:10][C:8](=[O:9])[CH:7]([C:12]([CH3:1])([C:14]1[O:15][C:16]([CH3:19])=[CH:17][CH:18]=1)[CH3:13])[C:6]([O:5][CH3:4])=[O:20]. The yield is 0.630. (2) The reactants are [F:1][C:2]1[C:11]([CH2:12][N:13]2[C:17]3=[N:18][C:19]([C:22](=O)[CH3:23])=[CH:20][N:21]=[C:16]3[N:15]=[N:14]2)=[C:10]([F:25])[CH:9]=[C:8]2[C:3]=1[CH:4]=[CH:5][CH:6]=[N:7]2.Cl.[NH2:27][O:28][CH2:29][CH2:30][OH:31]. The catalyst is CO. The product is [OH:31][CH2:30][CH2:29][O:28]/[N:27]=[C:22](/[C:19]1[N:18]=[C:17]2[N:13]([CH2:12][C:11]3[C:2]([F:1])=[C:3]4[C:8](=[CH:9][C:10]=3[F:25])[N:7]=[CH:6][CH:5]=[CH:4]4)[N:14]=[N:15][C:16]2=[N:21][CH:20]=1)\[CH3:23]. The yield is 0.560.